Dataset: Full USPTO retrosynthesis dataset with 1.9M reactions from patents (1976-2016). Task: Predict the reactants needed to synthesize the given product. (1) Given the product [Cl:19][C:20]1[CH:21]=[CH:22][C:23]([C:26]2[CH:31]=[CH:30][C:29]([NH:32][C:33](=[O:36])[C:34]#[C:35][C:2]3[CH:18]=[CH:17][C:5]([CH2:6][N:7]4[CH2:12][CH2:11][CH:10]([C:13]([OH:16])([CH3:15])[CH3:14])[CH2:9][CH2:8]4)=[CH:4][CH:3]=3)=[CH:28][CH:27]=2)=[CH:24][CH:25]=1, predict the reactants needed to synthesize it. The reactants are: I[C:2]1[CH:18]=[CH:17][C:5]([CH2:6][N:7]2[CH2:12][CH2:11][CH:10]([C:13]([OH:16])([CH3:15])[CH3:14])[CH2:9][CH2:8]2)=[CH:4][CH:3]=1.[Cl:19][C:20]1[CH:25]=[CH:24][C:23]([C:26]2[CH:31]=[CH:30][C:29]([NH:32][C:33](=[O:36])[C:34]#[CH:35])=[CH:28][CH:27]=2)=[CH:22][CH:21]=1.ClCCl.CO.N. (2) Given the product [CH2:1]([NH:3][CH2:4][C@@H:5]([NH:12][C:13]1[C:22]2[C:17](=[C:18]([C:23]([NH2:25])=[O:24])[CH:19]=[CH:20][CH:21]=2)[N:16]=[CH:15][N:14]=1)[C:6]1[CH:7]=[CH:8][CH:9]=[CH:10][CH:11]=1)[CH3:2], predict the reactants needed to synthesize it. The reactants are: [CH2:1]([N:3](S(C1C=CC([N+]([O-])=O)=CC=1)(=O)=O)[CH2:4][C@@H:5]([NH:12][C:13]1[C:22]2[C:17](=[C:18]([C:23]([NH2:25])=[O:24])[CH:19]=[CH:20][CH:21]=2)[N:16]=[CH:15][N:14]=1)[C:6]1[CH:11]=[CH:10][CH:9]=[CH:8][CH:7]=1)[CH3:2].C(#N)C.C(=O)([O-])[O-].[Cs+].[Cs+].C1(S)C=CC=CC=1.